This data is from Forward reaction prediction with 1.9M reactions from USPTO patents (1976-2016). The task is: Predict the product of the given reaction. (1) Given the reactants [C:1]1([CH2:7][O:8][C:9]2[CH:18]=[C:17]([CH2:19][N:20]3[CH2:25][CH2:24][CH2:23][CH2:22][CH2:21]3)[C:16]([C:26]([F:29])([F:28])[F:27])=[CH:15][C:10]=2[C:11]([O:13]C)=[O:12])[CH:6]=[CH:5][CH:4]=[CH:3][CH:2]=1.[Li+].[OH-].O.Cl, predict the reaction product. The product is: [C:1]1([CH2:7][O:8][C:9]2[CH:18]=[C:17]([CH2:19][N:20]3[CH2:21][CH2:22][CH2:23][CH2:24][CH2:25]3)[C:16]([C:26]([F:29])([F:27])[F:28])=[CH:15][C:10]=2[C:11]([OH:13])=[O:12])[CH:6]=[CH:5][CH:4]=[CH:3][CH:2]=1. (2) Given the reactants [Br:1][C:2]1[CH:7]=[CH:6][C:5]([C:8]2(O)[CH2:13][CH2:12][CH:11]([CH2:14][CH2:15][CH3:16])[CH2:10][CH2:9]2)=[C:4]([F:18])[CH:3]=1.CC1C=CC(S(O)(=O)=O)=CC=1, predict the reaction product. The product is: [Br:1][C:2]1[CH:7]=[CH:6][C:5]([C:8]2[CH2:13][CH2:12][CH:11]([CH2:14][CH2:15][CH3:16])[CH2:10][CH:9]=2)=[C:4]([F:18])[CH:3]=1. (3) Given the reactants [CH2:1]([O:3][C:4]([C:6]1[CH:11]=[CH:10][C:9]([NH:12][C:13](=[O:25])[CH2:14][CH:15]([C:19]2[CH:24]=[CH:23][CH:22]=[CH:21][CH:20]=2)[C:16](O)=[O:17])=[CH:8][CH:7]=1)=[O:5])[CH3:2].Cl.CN(C)CCCN=C=NCC.ON1C2C=CC=CC=2N=N1.[NH2:48][C:49]1[CH:54]=[CH:53][C:52]([NH:55][C:56]([NH:58][C:59]2[CH:64]=[CH:63][CH:62]=[CH:61][C:60]=2[CH3:65])=[O:57])=[CH:51][CH:50]=1, predict the reaction product. The product is: [CH3:65][C:60]1[CH:61]=[CH:62][CH:63]=[CH:64][C:59]=1[NH:58][C:56]([NH:55][C:52]1[CH:51]=[CH:50][C:49]([NH:48][C:16](=[O:17])[CH:15]([C:19]2[CH:20]=[CH:21][CH:22]=[CH:23][CH:24]=2)[CH2:14][C:13]([NH:12][C:9]2[CH:8]=[CH:7][C:6]([C:4]([O:3][CH2:1][CH3:2])=[O:5])=[CH:11][CH:10]=2)=[O:25])=[CH:54][CH:53]=1)=[O:57].